Predict the reaction yield, written as a fraction of the theoretical maximum amount of product (1.0 means a 100% yield; for example, 0.34 means a 34% yield). From a dataset of Reaction yield outcomes from USPTO patents with 853,638 reactions. The reactants are [CH3:1][O:2][CH2:3][C@@H:4]1[CH2:8][N:7]([C:9]([O:11][C:12]([CH3:15])([CH3:14])[CH3:13])=[O:10])[C@H:6]([C:16]2[NH:20][C:19]3[C:21]4[C:26]([CH:27]=[CH:28][C:18]=3[N:17]=2)=[CH:25][C:24]2[C:29]3[C:34]([CH2:35][O:36][C:23]=2[CH:22]=4)=[CH:33][C:32](B2OC(C)(C)C(C)(C)O2)=[CH:31][CH:30]=3)[CH2:5]1.Br[C:47]1[NH:51][C:50]([C@@H:52]2[CH2:56][CH2:55][C@H:54]([CH3:57])[N:53]2[C:58](=[O:68])[C@@H:59]([NH:63][C:64](=[O:67])[O:65][CH3:66])[CH:60]([CH3:62])[CH3:61])=[N:49][CH:48]=1.C(=O)([O-])[O-].[K+].[K+]. The catalyst is COCCOC.CN(C)C=O.[Pd].C1(P(C2C=CC=CC=2)C2C=CC=CC=2)C=CC=CC=1.C1(P(C2C=CC=CC=2)C2C=CC=CC=2)C=CC=CC=1.C1(P(C2C=CC=CC=2)C2C=CC=CC=2)C=CC=CC=1.C1(P(C2C=CC=CC=2)C2C=CC=CC=2)C=CC=CC=1.C1C=CC(P(C2C=CC=CC=2)[C-]2C=CC=C2)=CC=1.C1C=CC(P(C2C=CC=CC=2)[C-]2C=CC=C2)=CC=1.Cl[Pd]Cl.[Fe+2]. The product is [CH3:66][O:65][C:64]([NH:63][C@H:59]([C:58]([N:53]1[C@@H:54]([CH3:57])[CH2:55][CH2:56][C@H:52]1[C:50]1[NH:51][C:47]([C:32]2[CH:33]=[C:34]3[CH2:35][O:36][C:23]4[CH:22]=[C:21]5[C:26]([CH:27]=[CH:28][C:18]6[NH:17][C:16]([C@@H:6]7[CH2:5][C@H:4]([CH2:3][O:2][CH3:1])[CH2:8][N:7]7[C:9]([O:11][C:12]([CH3:13])([CH3:14])[CH3:15])=[O:10])=[N:20][C:19]=65)=[CH:25][C:24]=4[C:29]3=[CH:30][CH:31]=2)=[CH:48][N:49]=1)=[O:68])[CH:60]([CH3:62])[CH3:61])=[O:67]. The yield is 0.390.